Task: Regression. Given two drug SMILES strings and cell line genomic features, predict the synergy score measuring deviation from expected non-interaction effect.. Dataset: NCI-60 drug combinations with 297,098 pairs across 59 cell lines (1) Drug 1: C1=CC(=CC=C1CCCC(=O)O)N(CCCl)CCCl. Drug 2: C1CC(=O)NC(=O)C1N2C(=O)C3=CC=CC=C3C2=O. Cell line: 786-0. Synergy scores: CSS=46.5, Synergy_ZIP=-0.368, Synergy_Bliss=-2.00, Synergy_Loewe=-0.887, Synergy_HSA=-2.85. (2) Drug 1: C1C(C(OC1N2C=NC3=C(N=C(N=C32)Cl)N)CO)O. Drug 2: B(C(CC(C)C)NC(=O)C(CC1=CC=CC=C1)NC(=O)C2=NC=CN=C2)(O)O. Cell line: HOP-62. Synergy scores: CSS=65.3, Synergy_ZIP=-4.12, Synergy_Bliss=-6.27, Synergy_Loewe=-6.26, Synergy_HSA=-5.71. (3) Drug 1: CN1C2=C(C=C(C=C2)N(CCCl)CCCl)N=C1CCCC(=O)O.Cl. Synergy scores: CSS=-2.71, Synergy_ZIP=1.05, Synergy_Bliss=-0.657, Synergy_Loewe=-5.23, Synergy_HSA=-4.00. Cell line: DU-145. Drug 2: CC(C)(C#N)C1=CC(=CC(=C1)CN2C=NC=N2)C(C)(C)C#N. (4) Drug 1: CC1=C(C(CCC1)(C)C)C=CC(=CC=CC(=CC(=O)O)C)C. Drug 2: CCC1(C2=C(COC1=O)C(=O)N3CC4=CC5=C(C=CC(=C5CN(C)C)O)N=C4C3=C2)O.Cl. Cell line: SW-620. Synergy scores: CSS=30.5, Synergy_ZIP=3.81, Synergy_Bliss=2.00, Synergy_Loewe=-29.2, Synergy_HSA=-0.737. (5) Drug 1: C1CNP(=O)(OC1)N(CCCl)CCCl. Drug 2: C1C(C(OC1N2C=NC(=NC2=O)N)CO)O. Cell line: EKVX. Synergy scores: CSS=-3.23, Synergy_ZIP=-1.48, Synergy_Bliss=-5.96, Synergy_Loewe=-7.92, Synergy_HSA=-7.55. (6) Drug 1: CN1C(=O)N2C=NC(=C2N=N1)C(=O)N. Drug 2: C(=O)(N)NO. Cell line: MALME-3M. Synergy scores: CSS=0.0100, Synergy_ZIP=0.160, Synergy_Bliss=-2.06, Synergy_Loewe=-1.54, Synergy_HSA=-2.98. (7) Drug 1: CC1OCC2C(O1)C(C(C(O2)OC3C4COC(=O)C4C(C5=CC6=C(C=C35)OCO6)C7=CC(=C(C(=C7)OC)O)OC)O)O. Drug 2: COC1=CC(=CC(=C1O)OC)C2C3C(COC3=O)C(C4=CC5=C(C=C24)OCO5)OC6C(C(C7C(O6)COC(O7)C8=CC=CS8)O)O. Cell line: HL-60(TB). Synergy scores: CSS=93.1, Synergy_ZIP=7.93, Synergy_Bliss=7.43, Synergy_Loewe=7.90, Synergy_HSA=10.9. (8) Drug 1: CNC(=O)C1=NC=CC(=C1)OC2=CC=C(C=C2)NC(=O)NC3=CC(=C(C=C3)Cl)C(F)(F)F. Drug 2: CC(C)NC(=O)C1=CC=C(C=C1)CNNC.Cl. Cell line: SK-OV-3. Synergy scores: CSS=-8.09, Synergy_ZIP=4.45, Synergy_Bliss=-0.154, Synergy_Loewe=-7.15, Synergy_HSA=-7.78. (9) Drug 1: COC1=CC(=CC(=C1O)OC)C2C3C(COC3=O)C(C4=CC5=C(C=C24)OCO5)OC6C(C(C7C(O6)COC(O7)C8=CC=CS8)O)O. Drug 2: COC1=NC(=NC2=C1N=CN2C3C(C(C(O3)CO)O)O)N. Cell line: OVCAR-4. Synergy scores: CSS=3.05, Synergy_ZIP=1.07, Synergy_Bliss=1.02, Synergy_Loewe=0.483, Synergy_HSA=-1.52. (10) Drug 1: C#CCC(CC1=CN=C2C(=N1)C(=NC(=N2)N)N)C3=CC=C(C=C3)C(=O)NC(CCC(=O)O)C(=O)O. Drug 2: C1C(C(OC1N2C=NC3=C2NC=NCC3O)CO)O. Cell line: RPMI-8226. Synergy scores: CSS=11.1, Synergy_ZIP=2.74, Synergy_Bliss=-0.357, Synergy_Loewe=17.0, Synergy_HSA=-3.76.